Dataset: Retrosynthesis with 50K atom-mapped reactions and 10 reaction types from USPTO. Task: Predict the reactants needed to synthesize the given product. Given the product CN(C)C(=S)Oc1ccc(C(=O)c2cccc(C#N)c2)cc1, predict the reactants needed to synthesize it. The reactants are: CN(C)C(=S)Cl.N#Cc1cccc(C(=O)c2ccc(O)cc2)c1.